From a dataset of Peptide-MHC class II binding affinity with 134,281 pairs from IEDB. Regression. Given a peptide amino acid sequence and an MHC pseudo amino acid sequence, predict their binding affinity value. This is MHC class II binding data. (1) The MHC is HLA-DQA10103-DQB10603 with pseudo-sequence HLA-DQA10103-DQB10603. The peptide sequence is KKLGMLLMTGGVTLVRK. The binding affinity (normalized) is 0.533. (2) The MHC is HLA-DQA10201-DQB10202 with pseudo-sequence HLA-DQA10201-DQB10202. The peptide sequence is IEFRFYKEITNVFRG. The binding affinity (normalized) is 0.193. (3) The peptide sequence is WLGARYLEFEALGFLKK. The MHC is HLA-DQA10201-DQB10303 with pseudo-sequence HLA-DQA10201-DQB10303. The binding affinity (normalized) is 0.351.